Predict the product of the given reaction. From a dataset of Forward reaction prediction with 1.9M reactions from USPTO patents (1976-2016). (1) Given the reactants O[C:2]1([C:22]2[CH:27]=[CH:26][C:25]3[O:28][CH2:29][O:30][C:24]=3[CH:23]=2)[C:10]2[C:5](=[CH:6][CH:7]=[CH:8][CH:9]=2)[C:4]([C:11]2[CH:16]=[CH:15][CH:14]=[CH:13][CH:12]=2)=[C:3]1[C:17]([O:19]CC)=[O:18].O=C1C2C(=CC=CC=2)C(C2C=CC=CC=2)=C1C(OCC)=O.C1OC2C=CC([Mg]Br)=CC=2O1, predict the reaction product. The product is: [CH2:29]1[O:28][C:25]2[CH:26]=[CH:27][C:22]([CH:2]3[C:10]4[C:5](=[CH:6][CH:7]=[CH:8][CH:9]=4)[CH:4]([C:11]4[CH:12]=[CH:13][CH:14]=[CH:15][CH:16]=4)[CH:3]3[C:17]([OH:19])=[O:18])=[CH:23][C:24]=2[O:30]1. (2) Given the reactants [Cl:1][C:2]1[CH:3]=[CH:4][C:5]([C:8]([OH:10])=O)=[N:6][CH:7]=1.CN(C(ON1N=NC2C=CC=NC1=2)=[N+](C)C)C.F[P-](F)(F)(F)(F)F.CCN(C(C)C)C(C)C.[NH2:44][C:45]1[CH:46]=[CH:47][C:48]2[CH2:54][CH2:53][CH2:52][C:51]([C:55]([O:57][CH3:58])=[O:56])=[C:50]([CH3:59])[C:49]=2[CH:60]=1, predict the reaction product. The product is: [Cl:1][C:2]1[CH:3]=[CH:4][C:5]([C:8]([NH:44][C:45]2[CH:46]=[CH:47][C:48]3[CH2:54][CH2:53][CH2:52][C:51]([C:55]([O:57][CH3:58])=[O:56])=[C:50]([CH3:59])[C:49]=3[CH:60]=2)=[O:10])=[N:6][CH:7]=1. (3) Given the reactants [OH:1][C:2]([CH3:35])([CH3:34])[CH2:3][C@@:4]1([C:28]2[CH:33]=[CH:32][CH:31]=[CH:30][CH:29]=2)[O:9][C:8](=[O:10])[N:7]([C@H:11]([C:13]2[CH:18]=[CH:17][C:16](B3OC(C)(C)C(C)(C)O3)=[CH:15][CH:14]=2)[CH3:12])[CH2:6][CH2:5]1.Br[C:37]1[CH:38]=[C:39]([CH3:46])[C:40](=[O:45])[N:41]([CH2:43][CH3:44])[CH:42]=1, predict the reaction product. The product is: [CH2:43]([N:41]1[C:40](=[O:45])[C:39]([CH3:46])=[CH:38][C:37]([C:16]2[CH:15]=[CH:14][C:13]([C@@H:11]([N:7]3[CH2:6][CH2:5][C@:4]([CH2:3][C:2]([OH:1])([CH3:34])[CH3:35])([C:28]4[CH:33]=[CH:32][CH:31]=[CH:30][CH:29]=4)[O:9][C:8]3=[O:10])[CH3:12])=[CH:18][CH:17]=2)=[CH:42]1)[CH3:44]. (4) Given the reactants [O:1]1[CH2:6][CH2:5][CH2:4][CH2:3][CH:2]1[N:7]1[CH:15]=[N:14][C:13]2[C:8]1=[N:9][CH:10]=[N:11][C:12]=2[O:16][C:17]1[CH:22]=[CH:21][C:20]([NH2:23])=[CH:19][CH:18]=1.[F:24][C:25]1[CH:30]=[CH:29][C:28]([NH:31][C:32]([C:34]2([C:37](O)=[O:38])[CH2:36][CH2:35]2)=[O:33])=[CH:27][CH:26]=1.CN(C(ON1N=NC2C=CC=NC1=2)=[N+](C)C)C.F[P-](F)(F)(F)(F)F.O, predict the reaction product. The product is: [F:24][C:25]1[CH:26]=[CH:27][C:28]([NH:31][C:32]([C:34]2([C:37]([NH:23][C:20]3[CH:21]=[CH:22][C:17]([O:16][C:12]4[N:11]=[CH:10][N:9]=[C:8]5[C:13]=4[N:14]=[CH:15][N:7]5[CH:2]4[CH2:3][CH2:4][CH2:5][CH2:6][O:1]4)=[CH:18][CH:19]=3)=[O:38])[CH2:36][CH2:35]2)=[O:33])=[CH:29][CH:30]=1.